From a dataset of Peptide-MHC class I binding affinity with 185,985 pairs from IEDB/IMGT. Regression. Given a peptide amino acid sequence and an MHC pseudo amino acid sequence, predict their binding affinity value. This is MHC class I binding data. (1) The binding affinity (normalized) is 0.599. The MHC is HLA-B45:01 with pseudo-sequence HLA-B45:01. The peptide sequence is MEDGTIVFSL. (2) The peptide sequence is SEFNTYKRS. The MHC is HLA-B44:03 with pseudo-sequence HLA-B44:03. The binding affinity (normalized) is 0.359. (3) The peptide sequence is RSEVELCIY. The MHC is HLA-A01:01 with pseudo-sequence HLA-A01:01. The binding affinity (normalized) is 0.565. (4) The peptide sequence is RVRPKKEVL. The MHC is HLA-A03:01 with pseudo-sequence HLA-A03:01. The binding affinity (normalized) is 0.0847. (5) The binding affinity (normalized) is 0. The peptide sequence is YLQMNSLR. The MHC is HLA-A03:01 with pseudo-sequence HLA-A03:01.